This data is from Full USPTO retrosynthesis dataset with 1.9M reactions from patents (1976-2016). The task is: Predict the reactants needed to synthesize the given product. (1) Given the product [CH2:1]([N:8]1[CH2:14][CH:27]([N+:28]([O-:30])=[O:29])[CH:26]([C:19]2[CH:20]=[C:21]([F:25])[C:22]([F:24])=[CH:23][C:18]=2[Cl:17])[CH2:9]1)[C:2]1[CH:7]=[CH:6][CH:5]=[CH:4][CH:3]=1, predict the reactants needed to synthesize it. The reactants are: [CH2:1]([N:8]([CH2:14]C#N)[CH2:9][Si](C)(C)C)[C:2]1[CH:7]=[CH:6][CH:5]=[CH:4][CH:3]=1.[Cl:17][C:18]1[CH:23]=[C:22]([F:24])[C:21]([F:25])=[CH:20][C:19]=1/[CH:26]=[CH:27]/[N+:28]([O-:30])=[O:29]. (2) Given the product [OH:23][C:20]1[CH:21]=[CH:22][C:17]([C:2]#[C:1][C:3]2[CH:15]=[CH:14][C:6]([O:7][CH2:8][C:9]([O:11][CH2:12][CH3:13])=[O:10])=[CH:5][CH:4]=2)=[CH:18][CH:19]=1, predict the reactants needed to synthesize it. The reactants are: [C:1]([C:3]1[CH:15]=[CH:14][C:6]([O:7][CH2:8][C:9]([O:11][CH2:12][CH3:13])=[O:10])=[CH:5][CH:4]=1)#[CH:2].I[C:17]1[CH:22]=[CH:21][C:20]([OH:23])=[CH:19][CH:18]=1.CCN(C(C)C)C(C)C.[NH4+].[Cl-]. (3) The reactants are: [C:1]([C:4]1[NH:14][C:7]2=[N:8][CH:9]=[C:10]([CH:12]=O)[CH:11]=[C:6]2[CH:5]=1)(=[O:3])[CH3:2].[CH3:15][C:16]1[CH:41]=[CH:40][C:39]([N+:42]([O-:44])=[O:43])=[CH:38][C:17]=1[CH2:18][P+](C1C=CC=CC=1)(C1C=CC=CC=1)C1C=CC=CC=1.[Li+].[OH-].[NH4+].[Cl-]. Given the product [CH3:15][C:16]1[CH:41]=[CH:40][C:39]([N+:42]([O-:44])=[O:43])=[CH:38][C:17]=1[CH:18]=[CH:12][C:10]1[CH:11]=[C:6]2[CH:5]=[C:4]([C:1](=[O:3])[CH3:2])[NH:14][C:7]2=[N:8][CH:9]=1, predict the reactants needed to synthesize it. (4) The reactants are: [CH3:1][O:2][C:3](=[O:24])[CH:4]([N:16]1[CH2:21][CH2:20][NH:19][CH:18]([CH2:22][CH3:23])[CH2:17]1)[CH2:5][C:6]1[CH:15]=[CH:14][C:13]2[C:8](=[CH:9][CH:10]=[CH:11][CH:12]=2)[CH:7]=1.[CH3:25][C:26]([O:29][C:30]([NH:32][C@@H:33]([C:42](O)=[O:43])[CH2:34][C:35]1[CH:40]=[CH:39][C:38]([Cl:41])=[CH:37][CH:36]=1)=[O:31])([CH3:28])[CH3:27].F[P-](F)(F)(F)(F)F.N1(OC(N(C)C)=[N+](C)C)C2N=CC=CC=2N=N1.CN1CCOCC1. Given the product [CH3:1][O:2][C:3](=[O:24])[CH:4]([N:16]1[CH2:21][CH2:20][N:19]([C:42](=[O:43])[CH:33]([NH:32][C:30]([O:29][C:26]([CH3:27])([CH3:25])[CH3:28])=[O:31])[CH2:34][C:35]2[CH:36]=[CH:37][C:38]([Cl:41])=[CH:39][CH:40]=2)[CH:18]([CH2:22][CH3:23])[CH2:17]1)[CH2:5][C:6]1[CH:15]=[CH:14][C:13]2[C:8](=[CH:9][CH:10]=[CH:11][CH:12]=2)[CH:7]=1, predict the reactants needed to synthesize it. (5) Given the product [I:1][C:31]1[C:22]([C:20]([NH:19][C:13]([CH3:12])([CH3:18])[CH2:14][S:15]([CH3:17])=[O:16])=[O:21])=[C:23]([CH:28]=[CH:29][CH:30]=1)[C:24]([O:26][CH3:27])=[O:25], predict the reactants needed to synthesize it. The reactants are: [I:1]N1C(C)(C)C(=O)N(I)C1=O.[CH3:12][C:13]([NH:19][C:20]([C:22]1[CH:31]=[CH:30][CH:29]=[CH:28][C:23]=1[C:24]([O:26][CH3:27])=[O:25])=[O:21])([CH3:18])[CH2:14][S:15]([CH3:17])=[O:16].CN1CCCC1=O. (6) The reactants are: COC([CH2:5][N:6]1[C:19]2[C:14](=[CH:15][CH:16]=[CH:17][CH:18]=2)[C:8]2([CH2:13][CH2:12][NH:11][CH2:10][CH2:9]2)[C:7]1=[O:20])=O.[C:21]([CH:25]1[CH2:30][CH2:29][CH:28]([CH:31]=O)[CH2:27][CH2:26]1)([CH3:24])([CH3:23])[CH3:22].[C:33]([OH:36])(=[O:35])[CH3:34].C(O[BH-](OC(=O)C)OC(=O)C)(=O)C.[Na+]. Given the product [CH3:34][C:33]([O:36][CH2:5][N:6]1[C:19]2[C:14](=[CH:15][C:16]([CH2:31][CH:28]3[CH2:27][CH2:26][CH:25]([C:21]([CH3:22])([CH3:23])[CH3:24])[CH2:30][CH2:29]3)=[CH:17][CH:18]=2)[C:8]2([CH2:9][CH2:10][NH:11][CH2:12][CH2:13]2)[C:7]1=[O:20])=[O:35], predict the reactants needed to synthesize it.